From a dataset of Catalyst prediction with 721,799 reactions and 888 catalyst types from USPTO. Predict which catalyst facilitates the given reaction. (1) Reactant: Cl.Cl[CH2:3][CH2:4][NH2:5].C([O-])([O-])=O.[K+].[K+].[C:12]([C:16]1[CH:21]=[CH:20][C:19]([SH:22])=[CH:18][CH:17]=1)([CH3:15])([CH3:14])[CH3:13]. Product: [C:12]([C:16]1[CH:17]=[CH:18][C:19]([S:22][CH2:3][CH2:4][NH2:5])=[CH:20][CH:21]=1)([CH3:15])([CH3:13])[CH3:14]. The catalyst class is: 22. (2) Reactant: [CH2:1]([O:3][C:4]([CH:6]1[C:10](=O)[CH2:9][N:8]([C:12]([O:14][C:15]([CH3:18])([CH3:17])[CH3:16])=[O:13])[CH2:7]1)=[O:5])[CH3:2].[CH2:19]([NH2:26])[C:20]1[CH:25]=[CH:24][CH:23]=[CH:22][CH:21]=1.CC(O)=O.C([BH3-])#N.[Na+]. Product: [CH2:1]([O:3][C:4]([C@H:6]1[C@H:10]([NH:26][CH2:19][C:20]2[CH:25]=[CH:24][CH:23]=[CH:22][CH:21]=2)[CH2:9][N:8]([C:12]([O:14][C:15]([CH3:18])([CH3:17])[CH3:16])=[O:13])[CH2:7]1)=[O:5])[CH3:2]. The catalyst class is: 14. (3) Reactant: [C:1]([C@@H:3]([NH:9][C:10]([C@@H:12]1[CH2:17][CH2:16][CH2:15][CH2:14][C@@H:13]1[NH:18][C:19]([C:21]1[N:22]([CH3:30])[C:23]2[C:28]([CH:29]=1)=[CH:27][CH:26]=[CH:25][CH:24]=2)=[O:20])=[O:11])[CH2:4][CH2:5][C:6]([OH:8])=O)#[N:2].[NH:31]1[CH2:36][CH2:35][O:34][CH2:33][CH2:32]1.CCN=C=NCCCN(C)C.Cl.C1C=CC2N(O)N=NC=2C=1.CN1CCOCC1. Product: [C:1]([C@@H:3]([NH:9][C:10]([C@@H:12]1[CH2:17][CH2:16][CH2:15][CH2:14][C@@H:13]1[NH:18][C:19]([C:21]1[N:22]([CH3:30])[C:23]2[C:28]([CH:29]=1)=[CH:27][CH:26]=[CH:25][CH:24]=2)=[O:20])=[O:11])[CH2:4][CH2:5][C:6]([N:31]1[CH2:36][CH2:35][O:34][CH2:33][CH2:32]1)=[O:8])#[N:2]. The catalyst class is: 3. (4) Product: [Cl:14][C:9]1[CH:8]=[C:7]([CH:5]2[C:4](=[O:15])[C:3]([O:16][S:31]([CH2:30][C:24]3[CH:29]=[CH:28][CH:27]=[CH:26][CH:25]=3)(=[O:33])=[O:32])=[C:2]([NH2:1])[O:6]2)[CH:12]=[CH:11][C:10]=1[Cl:13]. The catalyst class is: 1. Reactant: [NH2:1][C:2]1[O:6][CH:5]([C:7]2[CH:12]=[CH:11][C:10]([Cl:13])=[C:9]([Cl:14])[CH:8]=2)[C:4](=[O:15])[C:3]=1[OH:16].C(N(CC)CC)C.[C:24]1([CH2:30][S:31](Cl)(=[O:33])=[O:32])[CH:29]=[CH:28][CH:27]=[CH:26][CH:25]=1.[Cl-].[NH4+]. (5) Reactant: [O:1]1[C:9]2[CH2:8][CH2:7][NH:6][CH2:5][C:4]=2[CH:3]=[CH:2]1.[CH2:10]([O:12][C:13](=[O:30])[C:14]([CH3:29])([CH3:28])[CH2:15][CH2:16][CH2:17][CH2:18][CH:19](Br)[C:20]1[CH:25]=[CH:24][CH:23]=[CH:22][C:21]=1[Cl:26])[CH3:11].C(=O)([O-])[O-].[K+].[K+]. Product: [CH2:10]([O:12][C:13](=[O:30])[C:14]([CH3:29])([CH3:28])[CH2:15][CH2:16][CH2:17][CH2:18][CH:19]([C:20]1[CH:25]=[CH:24][CH:23]=[CH:22][C:21]=1[Cl:26])[N:6]1[CH2:7][CH2:8][C:9]2[O:1][CH:2]=[CH:3][C:4]=2[CH2:5]1)[CH3:11]. The catalyst class is: 3. (6) Product: [C:42]([O:41][C:39]([N:10]([C:8]([O:7][C:3]([CH3:6])([CH3:5])[CH3:4])=[O:9])[C:11]1[C:16]([C:17]([O:19][CH3:20])=[O:18])=[C:15]([OH:21])[C:14]([C:32]2[CH:36]=[CH:35][O:34][C:33]=2[CH2:37][OH:38])=[CH:13][CH:12]=1)=[O:40])([CH3:44])([CH3:45])[CH3:43]. The catalyst class is: 5. Reactant: [OH-].[Na+].[C:3]([O:7][C:8]([N:10]([C:39]([O:41][C:42]([CH3:45])([CH3:44])[CH3:43])=[O:40])[C:11]1[C:16]([C:17]([O:19][CH3:20])=[O:18])=[C:15]([O:21]S(C2C=CC(C)=CC=2)(=O)=O)[C:14]([C:32]2[CH:36]=[CH:35][O:34][C:33]=2[CH2:37][OH:38])=[CH:13][CH:12]=1)=[O:9])([CH3:6])([CH3:5])[CH3:4]. (7) Reactant: C(F)(C(F)(F)F)=C(F)F.C(F)(C(F)(F)F)=C(F)F.C(F)(C(F)(F)F)=C(F)F.[F:28][C:29]([F:54])([F:53])[C:30](F)=[C:31]([C:42]([F:51])([C:47]([F:50])([F:49])[F:48])[C:43]([F:46])([F:45])[F:44])[C:32]([F:41])([C:37]([F:40])([F:39])[F:38])[C:33]([F:36])([F:35])[F:34].[C:55]1([Li])[CH:60]=[CH:59][CH:58]=[CH:57][CH:56]=1. Product: [C:55]1([C:30](=[C:31]([C:32]([F:41])([C:37]([F:38])([F:39])[F:40])[C:33]([F:34])([F:35])[F:36])[C:42]([F:51])([C:43]([F:46])([F:45])[F:44])[C:47]([F:50])([F:49])[F:48])[C:29]([F:54])([F:53])[F:28])[CH:60]=[CH:59][CH:58]=[CH:57][CH:56]=1. The catalyst class is: 28.